Dataset: Catalyst prediction with 721,799 reactions and 888 catalyst types from USPTO. Task: Predict which catalyst facilitates the given reaction. (1) Product: [F:41][C:35]1[CH:36]=[CH:37][CH:38]=[C:39]([F:40])[C:34]=1[CH:32]1[O:31][N:30]=[C:29]([C:27]2[N:10]=[C:9]([CH:8]3[CH2:7][CH2:6][N:5]([C:12](=[O:24])[CH2:13][N:14]4[C:18]([CH3:19])=[CH:17][C:16]([C:20]([F:22])([F:21])[F:23])=[N:15]4)[CH2:4][CH:3]3[S:2][CH3:1])[S:11][CH:26]=2)[CH2:33]1. The catalyst class is: 8. Reactant: [CH3:1][S:2][CH:3]1[CH:8]([C:9](=[S:11])[NH2:10])[CH2:7][CH2:6][N:5]([C:12](=[O:24])[CH2:13][N:14]2[C:18]([CH3:19])=[CH:17][C:16]([C:20]([F:23])([F:22])[F:21])=[N:15]2)[CH2:4]1.Cl[CH2:26][C:27]([C:29]1[CH2:33][CH:32]([C:34]2[C:39]([F:40])=[CH:38][CH:37]=[CH:36][C:35]=2[F:41])[O:31][N:30]=1)=O. (2) Product: [C:23]([C:20]1[CH:21]=[CH:22][C:17]([CH2:16][CH:5]([NH2:4])[C:6]([OH:8])=[O:7])=[CH:18][C:19]=1[N+:26]([O-:28])=[O:27])(=[O:25])[CH3:24]. The catalyst class is: 33. Reactant: C([NH:4][C:5]([CH2:16][C:17]1[CH:22]=[CH:21][C:20]([C:23](=[O:25])[CH3:24])=[C:19]([N+:26]([O-:28])=[O:27])[CH:18]=1)(C(OCC)=O)[C:6]([O:8]CC)=[O:7])(=O)C.